This data is from Full USPTO retrosynthesis dataset with 1.9M reactions from patents (1976-2016). The task is: Predict the reactants needed to synthesize the given product. (1) Given the product [Br:23][C:22]1[C:17]([C:11]2([OH:16])[CH2:12][CH:13]3[NH:8][CH:9]([CH2:15][CH2:14]3)[CH2:10]2)=[N:18][CH:19]=[N:20][CH:21]=1, predict the reactants needed to synthesize it. The reactants are: C([N:8]1[CH:13]2[CH2:14][CH2:15][CH:9]1[CH2:10][C:11]([C:17]1[C:22]([Br:23])=[CH:21][N:20]=[CH:19][N:18]=1)([OH:16])[CH2:12]2)C1C=CC=CC=1.C([O-])=O.[NH4+]. (2) Given the product [CH2:13]([O:14][CH:15]([O:10][C:7]1[CH:8]=[CH:9][C:4]([CH:1]([CH3:3])[CH3:2])=[CH:5][CH:6]=1)[CH3:16])[CH3:12], predict the reactants needed to synthesize it. The reactants are: [CH:1]([C:4]1[CH:9]=[CH:8][C:7]([OH:10])=[CH:6][CH:5]=1)([CH3:3])[CH3:2].Cl.[CH3:12][CH2:13][O:14][CH2:15][CH3:16].C(OCC)=C. (3) Given the product [F:45][C:46]([F:51])([F:50])[C:47]([OH:49])=[O:48].[CH2:1]([O:8][CH2:9][CH2:10][CH2:11][O:12][C:13]1[CH:18]=[CH:17][N:16]([CH:19]2[CH2:24][CH2:23][NH:22][CH2:21][CH:20]2[O:32][CH2:33][C:34]2[CH:43]=[CH:42][C:41]3[C:36](=[CH:37][CH:38]=[CH:39][CH:40]=3)[CH:35]=2)[C:15](=[O:44])[CH:14]=1)[C:2]1[CH:3]=[CH:4][CH:5]=[CH:6][CH:7]=1, predict the reactants needed to synthesize it. The reactants are: [CH2:1]([O:8][CH2:9][CH2:10][CH2:11][O:12][C:13]1[CH:18]=[CH:17][N:16]([CH:19]2[CH2:24][CH2:23][N:22](C(OC(C)(C)C)=O)[CH2:21][CH:20]2[O:32][CH2:33][C:34]2[CH:43]=[CH:42][C:41]3[C:36](=[CH:37][CH:38]=[CH:39][CH:40]=3)[CH:35]=2)[C:15](=[O:44])[CH:14]=1)[C:2]1[CH:7]=[CH:6][CH:5]=[CH:4][CH:3]=1.[F:45][C:46]([F:51])([F:50])[C:47]([OH:49])=[O:48].